This data is from Forward reaction prediction with 1.9M reactions from USPTO patents (1976-2016). The task is: Predict the product of the given reaction. (1) The product is: [CH3:1][C:2]1[O:6][N:5]=[C:4]([O:7][CH:8]2[CH2:11][N:10]([C:12]3[N:21]=[CH:20][C:19]([C:22]([F:25])([F:23])[F:24])=[CH:18][C:13]=3[C:14]([OH:16])=[O:15])[CH2:9]2)[CH:3]=1. Given the reactants [CH3:1][C:2]1[O:6][N:5]=[C:4]([O:7][CH:8]2[CH2:11][N:10]([C:12]3[N:21]=[CH:20][C:19]([C:22]([F:25])([F:24])[F:23])=[CH:18][C:13]=3[C:14]([O:16]C)=[O:15])[CH2:9]2)[CH:3]=1.O.[OH-].[Li+], predict the reaction product. (2) Given the reactants [Li][CH2:2]CCC.[S:6]([N:16]1[CH2:21][C:20](=O)[C:19]2[S:23][CH:24]=[CH:25][C:18]=2[CH2:17]1)([C:9]1[CH:15]=[CH:14][C:12]([CH3:13])=[CH:11][CH:10]=1)(=[O:8])=[O:7], predict the reaction product. The product is: [CH2:2]=[C:20]1[CH2:21][N:16]([S:6]([C:9]2[CH:15]=[CH:14][C:12]([CH3:13])=[CH:11][CH:10]=2)(=[O:8])=[O:7])[CH2:17][C:18]2[CH:25]=[CH:24][S:23][C:19]1=2.